This data is from Experimentally validated miRNA-target interactions with 360,000+ pairs, plus equal number of negative samples. The task is: Binary Classification. Given a miRNA mature sequence and a target amino acid sequence, predict their likelihood of interaction. (1) The miRNA is hsa-miR-421 with sequence AUCAACAGACAUUAAUUGGGCGC. The protein sequence of the target gene is MMNRFRKWLYKPKRSDPQLLARFYYADEELNQVAAELDSLDGRKDPQRCTLLVSQFRSCQDNVLNIINQIMDECIPQDRAPRDFCVKFPEEIRHDNLAGQLWFGAECLAAGSIIMNRELESMAMRPLAKELTRSLEDVRGALRDQALRDLNTYTEKMREALRHFDVLFAEFELSYVSAMVPVKSPREYYVQQEVIVLFCETVERALDFGYLTQDMIDDYEPALMFSIPRLAIVCGLVVYADGPLNLDRKVEDMSELFRPFHTLLRKIRDLLQTLTEEELHTLERNLCISQDVEFPIRADV.... Result: 0 (no interaction). (2) The protein sequence of the target gene is MGALTSRQHAGVEEVDIPSNSVYRYPPKSGSYFASHFIMGGEKFDSTHPEGYLFGENSDLNFLGNRPVVFPYAAPPPQEPVKTLRSLVNIRKDTLRLVKCAEEVKSPGEEASKAKVHYNVEFTFDTDARVAITIYYQATEEFQNGIASYIPKDNSLQSETVQYKRGVCQQFCLPSHTVDPSEWAEEELGFDLDREVYPLVVHAVVDEGDEYFGHCHVLLGTFEKHTDGTFCVKPLKQKQVVDGVSYLLQEIYGIENKYNTQDSKVAEDEVSDNSAECVVCLSDVRDTLILPCRHLCLCNT.... Result: 0 (no interaction). The miRNA is hsa-miR-4767 with sequence CGCGGGCGCUCCUGGCCGCCGCC. (3) The miRNA is hsa-miR-152-3p with sequence UCAGUGCAUGACAGAACUUGG. The protein sequence of the target gene is MAQTVQNVTLSLTLPITCHICLGKVRQPVICINNHVFCSICIDLWLKNNSQCPACRVPITPENPCKEIIGGTSESEPMLSHTVRKHLRKTRLELLHKEYEDEIDCLQKEVEELKSKNLSLESQIKTILDPLTLVQGNQNEDKHLVTDNPSKINPETVAEWKKKLRTANEIYEKVKDDVDKLKEANKKLKLENGGLVRENLRLKAEVDNRSPQKFGRFAVAALQSKVEQYERETNRLKKALERSDKYIEELESQVAQLKNSSEEKEAMNSICQTALSADGKGSKGSEEDVVSKNQGDSARK.... Result: 1 (interaction). (4) The miRNA is hsa-miR-6785-5p with sequence UGGGAGGGCGUGGAUGAUGGUG. The protein sequence of the target gene is MDEGIPHLQERQLLEHRDFIGLDYSSLYMCKPKRSMKRDDTKDTYKLPHRLIEKKRRDRINECIAQLKDLLPEHLKLTTLGHLEKAVVLELTLKHLKALTALTEQQHQKIIALQNGERSLKSPIQSDLDAFHSGFQTCAKEVLQYLSRFESWTPREPRCVQLINHLHAVATQFLPTPQLLTQQVPLSKGTGAPSAAGSAAAPCLERAGQKLEPLAYCVPVIQRTQPSAELAAENDTDTDSGYGGEAEARPDREKGKGAGASRVTIKQEPPGEDSPAPKRMKLDSRGGGSGGGPGGGAAAA.... Result: 0 (no interaction). (5) The miRNA is mmu-miR-652-3p with sequence AAUGGCGCCACUAGGGUUGUG. The protein sequence of the target gene is MSKRKLIPKLSIQSPVLHTNLNVQSTHPPLKKEDLHRISKDSLESDSESLTQEIMCHSEFDDRIRGNGMEPDSLDEEESPRWGSLHEMEEEASGKAAQMAREQNHHTWDQGANNRQQPIEDKYSDLRYDPNWKSKKEEGQLLSVEALPESTDSSLENLPLAPLYPSQETSMELSGGKGEQKESPQSAASLLGSEFLSPNYEHGARRSKPFSELSDSDLEEKSSSLSPYVKSSSSHNEVFLPGSRGPRRRKSKQHFVEKNKLTLGLPTPKTDSYLQLHNKKRGESHPEQISYPVRVTDKTS.... Result: 0 (no interaction). (6) Result: 0 (no interaction). The protein sequence of the target gene is MNIHMKRKTIKNLSALENRMLMLDGMPAVRVKTELVESEQGSPNVHNYPDMEAVPLLLNNVKGEPPEDSLPVDHFQTQTEPVDLSINKARTSPTAASSSPVSMTASASSPSSTSTSSSSSSRPASSPTVITSVSSASSSSTVLSPGPLVASASGVGGQQFLHIIHPVPPSSPMNLQSNKLSHVHRIPVVVQSVPVVYTAVRSPGNVNNTIVVPLLEDGRSHGKAQMEPRGLSPRQSKSDSDDDDLPNVTLDSVNETGSTALSIARAVQEVHPSPVSRVRGNRMNNQKFACSISPFSIEST.... The miRNA is hsa-miR-3140-3p with sequence AGCUUUUGGGAAUUCAGGUAGU. (7) The miRNA is hsa-miR-550b-2-5p with sequence AUGUGCCUGAGGGAGUAAGACA. The protein sequence of the target gene is MVQKRTAELQGFHRSFKGQNPFELAFSLDLAQHRDSDFSPQCEARPDMPSSQPIDIPDAKKRGRKKKRCRATDSFSGRFEDVYQLQEDVLGEGAHARVQTCVNLITNQEYAVKIIEKQLGHIRSRVFREVEMLYQCQGHRNVLELIEFFEEEDRFYLVFEKMRGGSILSHIHRRRHFNELEASVVVQDVASALDFLHNKGIAHRDLKPENILCEHPNQVSPVKICDFDLGSGIKLNGDCSPISTPELLTPCGSAEYMAPEVVEAFSEEASIYDKRCDLWSLGVILYILLSGYPPFVGHCG.... Result: 0 (no interaction). (8) The miRNA is mmu-miR-6951-5p with sequence UUGUAUUUGUGUGAUUAAAGU. The protein sequence of the target gene is MPDSWDKDVYPEPPRRTPVQPNPIVYMMKAFDLIVDRPVTLVREFIERQHAKNRYYYYHRQYRRVPDITECKEEDIMCMYEAEMQWKRDYKVDQEIINIMQDRLKACQQREGQNYQQNCIKEVEQFTQVAKAYQDRYQDLGAYSSARKCLAKQRQRMLQERKAAKEAAAATS. Result: 0 (no interaction).